The task is: Predict the reactants needed to synthesize the given product.. This data is from Full USPTO retrosynthesis dataset with 1.9M reactions from patents (1976-2016). (1) The reactants are: Br[C:2]1[CH:3]=[CH:4][C:5]([NH:8][CH2:9][CH2:10][N:11]2[CH2:16][CH2:15][C:14]([F:18])([F:17])[CH2:13][CH2:12]2)=[N:6][CH:7]=1.CC1(C)C(C)(C)OB([C:27]2[CH:32]=[CH:31][C:30]([NH:33][C:34](=[O:40])[O:35][C:36]([CH3:39])([CH3:38])[CH3:37])=[CH:29][CH:28]=2)O1.C([O-])([O-])=O.[Na+].[Na+]. Given the product [F:17][C:14]1([F:18])[CH2:15][CH2:16][N:11]([CH2:10][CH2:9][NH:8][C:5]2[N:6]=[CH:7][C:2]([C:27]3[CH:28]=[CH:29][C:30]([NH:33][C:34](=[O:40])[O:35][C:36]([CH3:38])([CH3:37])[CH3:39])=[CH:31][CH:32]=3)=[CH:3][CH:4]=2)[CH2:12][CH2:13]1, predict the reactants needed to synthesize it. (2) Given the product [Cl:1][C:2]1[C:7]([Cl:8])=[CH:6][CH:5]=[CH:4][C:3]=1[NH:9][C:10]1[C:19]2[C:14](=[CH:15][C:16]([O:26][CH2:27][CH3:28])=[C:17]([N:20]3[CH2:21][CH2:22][N:23]([CH2:32][CH2:33][OH:34])[CH2:24][CH2:25]3)[CH:18]=2)[N:13]=[CH:12][C:11]=1[C:29]([NH2:31])=[O:30], predict the reactants needed to synthesize it. The reactants are: [Cl:1][C:2]1[C:7]([Cl:8])=[CH:6][CH:5]=[CH:4][C:3]=1[NH:9][C:10]1[C:19]2[C:14](=[CH:15][C:16]([O:26][CH2:27][CH3:28])=[C:17]([N:20]3[CH2:25][CH2:24][NH:23][CH2:22][CH2:21]3)[CH:18]=2)[N:13]=[CH:12][C:11]=1[C:29]([NH2:31])=[O:30].[CH:32](=O)[CH2:33][OH:34].CO.C(O[BH-](OC(=O)C)OC(=O)C)(=O)C.[Na+].